The task is: Predict the reaction yield, written as a fraction of the theoretical maximum amount of product (1.0 means a 100% yield; for example, 0.34 means a 34% yield).. This data is from Reaction yield outcomes from USPTO patents with 853,638 reactions. (1) The reactants are N1([O:10][C:11](=[O:43])[C:12]([C:22]2[CH:27]=[CH:26][C:25]([O:28][C:29]3[CH:34]=[CH:33][C:32]([CH2:35][CH:36]4[S:40][C:39](=[O:41])[NH:38][C:37]4=[O:42])=[CH:31][CH:30]=3)=[CH:24][CH:23]=2)=[CH:13][C:14]2[CH:19]=[C:18]([CH3:20])[CH:17]=[C:16]([CH3:21])[CH:15]=2)C2C=CC=CC=2N=N1.[CH3:44][O-].[Na+]. The catalyst is CO.Cl. The product is [CH3:44][O:10][C:11](=[O:43])[C:12]([C:22]1[CH:27]=[CH:26][C:25]([O:28][C:29]2[CH:34]=[CH:33][C:32]([CH2:35][CH:36]3[S:40][C:39](=[O:41])[NH:38][C:37]3=[O:42])=[CH:31][CH:30]=2)=[CH:24][CH:23]=1)=[CH:13][C:14]1[CH:15]=[C:16]([CH3:21])[CH:17]=[C:18]([CH3:20])[CH:19]=1. The yield is 0.620. (2) The reactants are Cl[CH:2]([C:14]1[CH:19]=[CH:18][CH:17]=[CH:16][CH:15]=1)[C:3]([C:5]1[C:13]2[C:8](=[CH:9][CH:10]=[CH:11][CH:12]=2)[NH:7][CH:6]=1)=[O:4].C[O:21][C:22]1[CH:27]=[C:26]([NH2:28])[CH:25]=[CH:24][N:23]=1.CCN(C(C)C)C(C)C. The catalyst is C(#N)C. The product is [OH:21][C:22]1[CH:27]=[C:26]([NH:28][CH:2]([C:14]2[CH:19]=[CH:18][CH:17]=[CH:16][CH:15]=2)[C:3]([C:5]2[C:13]3[C:8](=[CH:9][CH:10]=[CH:11][CH:12]=3)[NH:7][CH:6]=2)=[O:4])[CH:25]=[CH:24][N:23]=1. The yield is 0.130.